From a dataset of Forward reaction prediction with 1.9M reactions from USPTO patents (1976-2016). Predict the product of the given reaction. Given the reactants Cl[C:2]1[N:3]=[C:4]([NH:11][CH:12]2[CH2:14][CH2:13]2)[C:5]2[O:10][CH:9]=[CH:8][C:6]=2[N:7]=1.[NH2:15][C:16]1[CH:25]=[C:24]2[C:19]([CH2:20][CH2:21][C:22](=[O:26])[NH:23]2)=[CH:18][CH:17]=1.C([O-])([O-])=O.[K+].[K+].CC(C1C=C(C(C)C)C(C2C=CC=CC=2P(C2CCCCC2)C2CCCCC2)=C(C(C)C)C=1)C, predict the reaction product. The product is: [CH:12]1([NH:11][C:4]2[C:5]3[O:10][CH:9]=[CH:8][C:6]=3[N:7]=[C:2]([NH:15][C:16]3[CH:25]=[C:24]4[C:19]([CH2:20][CH2:21][C:22](=[O:26])[NH:23]4)=[CH:18][CH:17]=3)[N:3]=2)[CH2:14][CH2:13]1.